From a dataset of Full USPTO retrosynthesis dataset with 1.9M reactions from patents (1976-2016). Predict the reactants needed to synthesize the given product. (1) Given the product [Cl:1][C:2]1[CH:3]=[C:4]([NH:5][CH2:29][C:30]([O:32][CH2:33][CH3:34])=[O:31])[CH:6]=[C:7]([CH3:22])[C:8]=1[O:9][C:10]1[CH:11]=[C:12]2[C:16](=[CH:17][CH:18]=1)[NH:15][CH:14]=[C:13]2[CH:19]([CH3:20])[CH3:21], predict the reactants needed to synthesize it. The reactants are: [Cl:1][C:2]1[CH:3]=[C:4]([CH:6]=[C:7]([CH3:22])[C:8]=1[O:9][C:10]1[CH:11]=[C:12]2[C:16](=[CH:17][CH:18]=1)[NH:15][CH:14]=[C:13]2[CH:19]([CH3:21])[CH3:20])[NH2:5].C([O-])(=O)C.[Na+].Br[CH2:29][C:30]([O:32][CH2:33][CH3:34])=[O:31]. (2) Given the product [OH:23][CH2:24][CH2:25][O:26][C:27]1[CH:28]=[CH:29][C:30]([C:33]2[NH:34][C:35]3[CH:41]=[C:40]([C:42]([NH:22][C:20]4[CH:19]=[CH:18][C:16]5[NH:17][C:13]([C:10]6[CH:11]=[CH:12][C:7]([N:4]7[CH2:5][CH2:6][O:1][CH2:2][CH2:3]7)=[CH:8][CH:9]=6)=[N:14][C:15]=5[CH:21]=4)=[O:43])[CH:39]=[CH:38][C:36]=3[N:37]=2)=[CH:31][CH:32]=1, predict the reactants needed to synthesize it. The reactants are: [O:1]1[CH2:6][CH2:5][N:4]([C:7]2[CH:12]=[CH:11][C:10]([C:13]3[NH:14][C:15]4[CH:21]=[C:20]([NH2:22])[CH:19]=[CH:18][C:16]=4[N:17]=3)=[CH:9][CH:8]=2)[CH2:3][CH2:2]1.[OH:23][CH2:24][CH2:25][O:26][C:27]1[CH:32]=[CH:31][C:30]([C:33]2[NH:34][C:35]3[CH:41]=[C:40]([C:42]([O-])=[O:43])[CH:39]=[CH:38][C:36]=3[N:37]=2)=[CH:29][CH:28]=1. (3) Given the product [CH3:1][NH:2][C:3]([C:5]1[C:13]2[CH:12]=[C:11]3[C:14]([OH:34])([CH3:23])[CH2:15][CH2:16][CH2:17][N:18]([S:19]([CH3:22])(=[O:21])=[O:20])[C:10]3=[N:9][C:8]=2[O:7][C:6]=1[C:24]1[CH:29]=[CH:28][C:27]([F:30])=[CH:26][CH:25]=1)=[O:4], predict the reactants needed to synthesize it. The reactants are: [CH3:1][NH:2][C:3]([C:5]1[C:13]2[CH:12]=[C:11]3[C:14](=[CH2:23])[CH2:15][CH2:16][CH2:17][N:18]([S:19]([CH3:22])(=[O:21])=[O:20])[C:10]3=[N:9][C:8]=2[O:7][C:6]=1[C:24]1[CH:29]=[CH:28][C:27]([F:30])=[CH:26][CH:25]=1)=[O:4].CNC(C1C2C=C3C(C)=CCCN(S(C)(=O)=O)C3=NC=2OC=1C1C=CC(F)=CC=1)=[O:34].B.C1COCC1.C1COCC1.[OH-].[Na+].OO.